This data is from Retrosynthesis with 50K atom-mapped reactions and 10 reaction types from USPTO. The task is: Predict the reactants needed to synthesize the given product. (1) Given the product CC(C)(C)C(O[SiH](c1ccccc1)c1ccccc1)c1c(Cl)ccc(NC(=O)CN2C(=O)c3ccccc3C2=O)c1Cl, predict the reactants needed to synthesize it. The reactants are: CC(C)(C)C(O[SiH](c1ccccc1)c1ccccc1)c1c(Cl)ccc(N)c1Cl.O=C(Cl)CN1C(=O)c2ccccc2C1=O. (2) Given the product O=C(c1ccc2c(c1)cc(C(=O)N1CCC(F)(F)CC1)n2-c1ccc2c(c1)OCO2)N1CCN(C2CCC2)CC1, predict the reactants needed to synthesize it. The reactants are: O=C(c1ccc2[nH]c(C(=O)N3CCC(F)(F)CC3)cc2c1)N1CCN(C2CCC2)CC1.OB(O)c1ccc2c(c1)OCO2.